From a dataset of Forward reaction prediction with 1.9M reactions from USPTO patents (1976-2016). Predict the product of the given reaction. (1) Given the reactants C(OC([N:8]1[CH:13]2[CH2:14][CH2:15][CH:9]1[CH2:10][CH:11]([C:16]1[CH:21]=[CH:20][C:19]([N:22]3[CH2:27][CH2:26][N:25]([S:28]([CH3:31])(=[O:30])=[O:29])[CH2:24][CH2:23]3)=[CH:18][CH:17]=1)[CH2:12]2)=O)(C)(C)C.Cl.O1CCOCC1, predict the reaction product. The product is: [CH3:31][S:28]([N:25]1[CH2:24][CH2:23][N:22]([C:19]2[CH:18]=[CH:17][C:16]([CH:11]3[CH2:10][CH:9]4[NH:8][CH:13]([CH2:14][CH2:15]4)[CH2:12]3)=[CH:21][CH:20]=2)[CH2:27][CH2:26]1)(=[O:29])=[O:30]. (2) Given the reactants S(=O)(=O)(O)O.COC1O[C@:19]([CH3:26])([CH2:21][O:22][C:23](=[O:25])[CH3:24])[C@@H:14]([O:15][C:16](=[O:18])[CH3:17])[C@H:9]1[O:10][C:11](=[O:13])[CH3:12].[C:27](=[O:30])([OH:29])[O-].[Na+].[C:32](OC(=O)C)(=[O:34])[CH3:33], predict the reaction product. The product is: [C:32]([O:30][CH:27]1[O:29][C@:19]([CH3:26])([CH2:21][O:22][C:23](=[O:25])[CH3:24])[C@@H:14]([O:15][C:16](=[O:18])[CH3:17])[C@H:9]1[O:10][C:11](=[O:13])[CH3:12])(=[O:34])[CH3:33]. (3) Given the reactants [NH2:1][C:2]1[C:10]([Cl:11])=[CH:9][CH:8]=[CH:7][C:3]=1[C:4](O)=[O:5].O.[CH:13]([NH2:15])=O, predict the reaction product. The product is: [Cl:11][C:10]1[CH:9]=[CH:8][CH:7]=[C:3]2[C:2]=1[N:1]=[CH:13][NH:15][C:4]2=[O:5]. (4) Given the reactants [Al+3].[Cl-].[Cl-].[Cl-].[CH3:5][C:6]1[CH:11]2[C:12]([CH3:14])([CH3:13])[CH:9]([CH2:10]2)[CH2:8][CH:7]=1, predict the reaction product. The product is: [CH3:13][C:12]1([CH3:14])[CH:11]2[CH2:10][CH:9]1[CH2:8][CH2:7][C:6]2=[CH2:5]. (5) Given the reactants [Cl:1][C:2]1[CH:7]=[C:6]([C:8]([F:11])([F:10])[F:9])[CH:5]=[C:4]([Cl:12])[C:3]=1[CH2:13][C:14](O)=O.[CH3:17][NH:18][C:19]1[C:24]([NH2:25])=[CH:23][CH:22]=[CH:21][C:20]=1[NH2:26], predict the reaction product. The product is: [Cl:1][C:2]1[CH:7]=[C:6]([C:8]([F:11])([F:10])[F:9])[CH:5]=[C:4]([Cl:12])[C:3]=1[CH2:13][C:14]1[N:18]([CH3:17])[C:19]2[C:24]([NH2:25])=[CH:23][CH:22]=[CH:21][C:20]=2[N:26]=1.